Regression/Classification. Given a drug SMILES string, predict its absorption, distribution, metabolism, or excretion properties. Task type varies by dataset: regression for continuous measurements (e.g., permeability, clearance, half-life) or binary classification for categorical outcomes (e.g., BBB penetration, CYP inhibition). Dataset: hlm. From a dataset of Human liver microsome stability data. (1) The compound is COc1ccc2c(c1)CC(C(=O)Nc1ccc(-c3cn[nH]c3)cc1OCCN(C)C)CO2. The result is 0 (unstable in human liver microsomes). (2) The compound is CCOc1ncc(S(=O)(=O)N2CCN(CC)CC2)cc1-c1nc(O)c2nn(CCN3CCOCC3)c(CC)c2n1. The result is 1 (stable in human liver microsomes).